The task is: Predict which catalyst facilitates the given reaction.. This data is from Catalyst prediction with 721,799 reactions and 888 catalyst types from USPTO. Reactant: [CH:1]1([CH:6]=[C:7]([C:18]2[NH:31][C:21]3=[N:22][CH:23]=[C:24]([C:26]#[C:27][CH2:28][O:29][CH3:30])[CH:25]=[C:20]3[CH:19]=2)[C:8]2[CH:13]=[CH:12][C:11]([S:14]([CH3:17])(=[O:16])=[O:15])=[CH:10][CH:9]=2)[CH2:5][CH2:4][CH2:3][CH2:2]1. Product: [CH:1]1([CH2:6][CH:7]([C:18]2[NH:31][C:21]3=[N:22][CH:23]=[C:24]([CH2:26][CH2:27][CH2:28][O:29][CH3:30])[CH:25]=[C:20]3[CH:19]=2)[C:8]2[CH:13]=[CH:12][C:11]([S:14]([CH3:17])(=[O:16])=[O:15])=[CH:10][CH:9]=2)[CH2:5][CH2:4][CH2:3][CH2:2]1. The catalyst class is: 43.